From a dataset of Reaction yield outcomes from USPTO patents with 853,638 reactions. Predict the reaction yield, written as a fraction of the theoretical maximum amount of product (1.0 means a 100% yield; for example, 0.34 means a 34% yield). (1) The reactants are [CH3:1][NH2:2].C([O-])([O-])=O.[K+].[K+].Br[CH2:10][C:11]1[N:15]([CH3:16])[N:14]=[C:13]([N+:17]([O-:19])=[O:18])[CH:12]=1. The catalyst is CC(C)=O. The product is [CH3:1][NH:2][CH2:10][C:11]1[N:15]([CH3:16])[N:14]=[C:13]([N+:17]([O-:19])=[O:18])[CH:12]=1. The yield is 0.990. (2) The reactants are [H-].[Na+].[F:3][C:4]1[C:9]([C:10]2[NH:14][CH:13]=[C:12]([CH2:15][N:16]([CH3:24])[C:17](=[O:23])[O:18][C:19]([CH3:22])([CH3:21])[CH3:20])[C:11]=2[F:25])=[CH:8][CH:7]=[CH:6][N:5]=1.[CH2:26]1OCCOCCOCCOCCOC1.Cl[S:42]([C:45]1[O:49][C:48]([C:50]([O:52][CH3:53])=[O:51])=[CH:47][CH:46]=1)(=[O:44])=[O:43]. The product is [O:51]1[CH2:26][CH2:53][O:52][CH:50]1[C:48]1[O:49][C:45]([S:42]([N:14]2[C:10]([C:9]3[C:4]([F:3])=[N:5][CH:6]=[CH:7][CH:8]=3)=[C:11]([F:25])[C:12]([CH2:15][N:16]([CH3:24])[C:17](=[O:23])[O:18][C:19]([CH3:21])([CH3:22])[CH3:20])=[CH:13]2)(=[O:44])=[O:43])=[CH:46][CH:47]=1. The yield is 0.780. The catalyst is O1CCCC1. (3) The reactants are [Si:1]([O:8][CH2:9][C@H:10]1[O:18][C@H:17]2[C@H:13]([N:14]=[C:15]([N:19]([CH3:27])[C:20](=[O:26])[O:21][C:22]([CH3:25])([CH3:24])[CH3:23])[S:16]2)[C@@H:12]([OH:28])[C@@H:11]1[OH:29])([C:4]([CH3:7])([CH3:6])[CH3:5])([CH3:3])[CH3:2].[H-].[Na+]. The catalyst is CN(C=O)C. The product is [CH2:6]([O:29][C@@H:11]1[C@@H:10]([CH2:9][O:8][Si:1]([C:4]([CH3:7])([CH3:5])[CH3:6])([CH3:3])[CH3:2])[O:18][C@H:17]2[C@H:13]([N:14]=[C:15]([N:19]([CH3:27])[C:20](=[O:26])[O:21][C:22]([CH3:23])([CH3:25])[CH3:24])[S:16]2)[C@H:12]1[O:28][CH2:11][CH:10]=[CH2:9])[CH:4]=[CH2:5]. The yield is 0.780. (4) The reactants are [F:1][C:2]1[C:7]([F:8])=[C:6]([N:9]2[CH2:14][CH2:13][O:12][CH2:11][CH2:10]2)[CH:5]=[CH:4][C:3]=1[N:15]1[CH:20]=[C:19]([O:21][CH3:22])[C:18](=[O:23])[C:17]([C:24](N(OC)C)=[O:25])=[N:16]1.[CH3:30][Mg+].[Br-]. The catalyst is C1COCC1. The product is [C:24]([C:17]1[C:18](=[O:23])[C:19]([O:21][CH3:22])=[CH:20][N:15]([C:3]2[CH:4]=[CH:5][C:6]([N:9]3[CH2:14][CH2:13][O:12][CH2:11][CH2:10]3)=[C:7]([F:8])[C:2]=2[F:1])[N:16]=1)(=[O:25])[CH3:30]. The yield is 0.920. (5) The reactants are [CH:1]([O-:3])=O.[Na+].Br[C:6]1[CH:7]=[C:8]2[C:13](=[CH:14][C:15]=1[F:16])[N:12]=[CH:11][CH:10]=[CH:9]2. The catalyst is C(#N)C.CS(C)=O.C1C=CC([P]([Pd]([P](C2C=CC=CC=2)(C2C=CC=CC=2)C2C=CC=CC=2)([P](C2C=CC=CC=2)(C2C=CC=CC=2)C2C=CC=CC=2)[P](C2C=CC=CC=2)(C2C=CC=CC=2)C2C=CC=CC=2)(C2C=CC=CC=2)C2C=CC=CC=2)=CC=1. The product is [F:16][C:15]1[CH:14]=[C:13]2[C:8]([CH:9]=[CH:10][CH:11]=[N:12]2)=[CH:7][C:6]=1[CH:1]=[O:3]. The yield is 0.104. (6) The reactants are [CH3:1][O:2][C:3]1[CH:8]=[CH:7][C:6]([N:9]2[CH2:14][CH2:13][N:12]([CH3:15])[CH2:11][CH2:10]2)=[CH:5][C:4]=1[N+:16]([O-])=O. The catalyst is CO.[Pd]. The product is [CH3:1][O:2][C:3]1[CH:8]=[CH:7][C:6]([N:9]2[CH2:10][CH2:11][N:12]([CH3:15])[CH2:13][CH2:14]2)=[CH:5][C:4]=1[NH2:16]. The yield is 0.900. (7) The product is [CH2:18]([N:3]([CH2:1][CH3:2])[C:4]1[CH:9]=[CH:8][C:7]([C:10]2[S:11][C:12]([NH2:15])=[CH:13][N:14]=2)=[CH:6][CH:5]=1)[CH3:19]. The yield is 0.690. The reactants are [CH2:1]([N:3]([CH2:18][CH3:19])[C:4]1[CH:9]=[CH:8][C:7]([C:10]2[S:11][C:12]([N+:15]([O-])=O)=[CH:13][N:14]=2)=[CH:6][CH:5]=1)[CH3:2]. The catalyst is CO.[Pd]. (8) The reactants are [CH3:1][S:2]([C:5]1[CH:10]=[CH:9][C:8]([CH2:11][C:12]([OH:14])=O)=[CH:7][CH:6]=1)(=[O:4])=[O:3].S(Cl)(Cl)=O.[Cl-].[Al+3].[Cl-].[Cl-].[CH2:23]([O:25][C:26]1[CH:31]=[CH:30][CH:29]=[CH:28][CH:27]=1)[CH3:24]. The catalyst is C(Cl)Cl.O.CN(C)C=O. The product is [CH2:23]([O:25][C:26]1[CH:31]=[CH:30][C:29]([C:12](=[O:14])[CH2:11][C:8]2[CH:7]=[CH:6][C:5]([S:2]([CH3:1])(=[O:3])=[O:4])=[CH:10][CH:9]=2)=[CH:28][CH:27]=1)[CH3:24]. The yield is 0.690.